This data is from Volume of distribution at steady state (VDss) regression data from Lombardo et al.. The task is: Regression/Classification. Given a drug SMILES string, predict its absorption, distribution, metabolism, or excretion properties. Task type varies by dataset: regression for continuous measurements (e.g., permeability, clearance, half-life) or binary classification for categorical outcomes (e.g., BBB penetration, CYP inhibition). For this dataset (vdss_lombardo), we predict log10(VDss) (log10 of volume of distribution in L/kg). (1) The compound is CC(C)[NH2+]CC(O)COc1ccc(CC(N)=O)cc1. The log10(VDss) is -0.0200. (2) The compound is CC1C[NH2+]C(C2CC2)C(=O)N(C)C(C)C(=O)NC(Cc2ccc(F)cc2)C(=O)NCCCc2ccccc2O1. The log10(VDss) is -1.00. (3) The compound is CN1C(C(=O)Nc2ccccn2)=C([O-])c2sccc2S1(=O)=O. The log10(VDss) is -0.720. (4) The molecule is Cc1nc2sccn2c(=O)c1CC[NH+]1CCC(=C(c2ccc(F)cc2)c2ccc(F)cc2)CC1. The log10(VDss) is 0.150. (5) The compound is CCC[NH2+]CC(O)COc1ccccc1C(=O)CCc1ccccc1. The log10(VDss) is 0.340. (6) The compound is CCC[NH2+]C(C)C(=O)Nc1ccccc1C. The log10(VDss) is 0.570.